Dataset: Full USPTO retrosynthesis dataset with 1.9M reactions from patents (1976-2016). Task: Predict the reactants needed to synthesize the given product. Given the product [CH2:25]([N:27]([CH3:35])[C:28]1[N:29]=[CH:30][C:31]([NH:34][C:9]([C:11]2[O:15][C:14]([C:16]3[CH:17]=[CH:18][CH:19]=[CH:20][CH:21]=3)=[N:13][C:12]=2[CH2:22][CH2:23][CH3:24])=[O:10])=[CH:32][CH:33]=1)[CH3:26], predict the reactants needed to synthesize it. The reactants are: O=C1CCC(=O)N1O[C:9]([C:11]1[O:15][C:14]([C:16]2[CH:21]=[CH:20][CH:19]=[CH:18][CH:17]=2)=[N:13][C:12]=1[CH2:22][CH2:23][CH3:24])=[O:10].[CH2:25]([N:27]([CH3:35])[C:28]1[CH:33]=[CH:32][C:31]([NH2:34])=[CH:30][N:29]=1)[CH3:26].